Task: Predict which catalyst facilitates the given reaction.. Dataset: Catalyst prediction with 721,799 reactions and 888 catalyst types from USPTO (1) Product: [CH2:6]([O:13][C:14]1[CH:19]=[CH:18][N:17]([C@@H:34]([CH2:33][C:27]2[CH:32]=[CH:31][CH:30]=[CH:29][CH:28]=2)[C:35]([O:37][CH3:38])=[O:36])[C:16](=[O:20])[CH:15]=1)[C:7]1[CH:8]=[CH:9][CH:10]=[CH:11][CH:12]=1. The catalyst class is: 568. Reactant: O1CCCC1.[CH2:6]([O:13][C:14]1[CH:19]=[CH:18][NH:17][C:16](=[O:20])[CH:15]=1)[C:7]1[CH:12]=[CH:11][CH:10]=[CH:9][CH:8]=1.CC(C)([O-])C.[K+].[C:27]1([CH2:33][C@@H:34](OS(C(F)(F)F)(=O)=O)[C:35]([O:37][CH3:38])=[O:36])[CH:32]=[CH:31][CH:30]=[CH:29][CH:28]=1. (2) Reactant: [CH3:1][C:2]1[N:3]=[CH:4][C:5]([C:8]([OH:10])=O)=[N:6][CH:7]=1.CN(C(ON1N=NC2C=CC=NC1=2)=[N+](C)C)C.F[P-](F)(F)(F)(F)F.CCN(C(C)C)C(C)C.[NH2:44][CH2:45][C:46]1[C:51]([CH2:52][CH3:53])=[N:50][C:49]2[N:54]([CH2:57][CH3:58])[N:55]=[CH:56][C:48]=2[C:47]=1[NH:59][CH:60]1[CH2:65][CH2:64][O:63][CH2:62][CH2:61]1. The catalyst class is: 3. Product: [CH2:57]([N:54]1[C:49]2=[N:50][C:51]([CH2:52][CH3:53])=[C:46]([CH2:45][NH:44][C:8]([C:5]3[CH:4]=[N:3][C:2]([CH3:1])=[CH:7][N:6]=3)=[O:10])[C:47]([NH:59][CH:60]3[CH2:61][CH2:62][O:63][CH2:64][CH2:65]3)=[C:48]2[CH:56]=[N:55]1)[CH3:58]. (3) Reactant: [CH3:1][O:2][C:3]1[CH:4]=[C:5]([NH:17][C:18]([C:20]2[S:24][C:23]([C:25]3[CH:30]=[CH:29][C:28]([Cl:31])=[CH:27][CH:26]=3)=[N:22][C:21]=2[CH2:32][CH2:33]O)=[O:19])[CH:6]=[CH:7][C:8]=1[O:9][CH2:10][CH2:11][N:12]1[CH2:16][CH2:15][CH2:14][CH2:13]1.CC(OI1(OC(C)=O)(OC(C)=O)OC(=O)C2C=CC=CC1=2)=O. Product: [Cl:31][C:28]1[CH:29]=[CH:30][C:25]([C:23]2[S:24][C:20]3[C:18](=[O:19])[N:17]([C:5]4[CH:6]=[CH:7][C:8]([O:9][CH2:10][CH2:11][N:12]5[CH2:13][CH2:14][CH2:15][CH2:16]5)=[C:3]([O:2][CH3:1])[CH:4]=4)[CH:33]=[CH:32][C:21]=3[N:22]=2)=[CH:26][CH:27]=1. The catalyst class is: 797. (4) The catalyst class is: 39. Reactant: [O:1]1[CH2:6][CH2:5][CH:4]([C:7]([OH:9])=O)[CH2:3][CH2:2]1.F[B-](F)(F)F.N1(OC(N(C)C)=[N+](C)C)C2C=CC=CC=2N=N1.C(N(CC)C(C)C)(C)C.[F:41][C:42]1[CH:47]=[CH:46][C:45]([O:48][C:49](=[O:65])[N:50]([C@@H:52]2[C@@H:56]([C:57]3[CH:62]=[CH:61][C:60]([Cl:63])=[C:59]([Cl:64])[CH:58]=3)[CH2:55][NH:54][CH2:53]2)[CH3:51])=[CH:44][CH:43]=1. Product: [F:41][C:42]1[CH:47]=[CH:46][C:45]([O:48][C:49](=[O:65])[N:50]([C@@H:52]2[C@@H:56]([C:57]3[CH:62]=[CH:61][C:60]([Cl:63])=[C:59]([Cl:64])[CH:58]=3)[CH2:55][N:54]([C:7]([CH:4]3[CH2:3][CH2:2][O:1][CH2:6][CH2:5]3)=[O:9])[CH2:53]2)[CH3:51])=[CH:44][CH:43]=1. (5) Reactant: [N:1]1[CH:2]=[CH:3][N:4]2[CH:9]=[CH:8][CH:7]=[C:6]([NH2:10])[C:5]=12.N1C=CC=CC=1.Cl[C:18]([O:20][C:21]1[CH:26]=[CH:25][CH:24]=[CH:23][CH:22]=1)=[O:19]. Product: [C:21]1([O:20][C:18](=[O:19])[NH:10][C:6]2[C:5]3[N:4]([CH:3]=[CH:2][N:1]=3)[CH:9]=[CH:8][CH:7]=2)[CH:26]=[CH:25][CH:24]=[CH:23][CH:22]=1. The catalyst class is: 210. (6) The catalyst class is: 9. Product: [CH2:12]([N:8]1[CH2:9][CH2:10][C:5]2([O:4][CH2:3][CH2:2][O:1]2)[CH2:6][CH2:7]1)[CH2:13][CH2:14][CH3:15]. Reactant: [O:1]1[C:5]2([CH2:10][CH2:9][NH:8][CH2:7][CH2:6]2)[O:4][CH2:3][CH2:2]1.Br[CH2:12][CH2:13][CH2:14][CH3:15].C(=O)([O-])[O-].[K+].[K+].[OH-].[Na+].